Dataset: Full USPTO retrosynthesis dataset with 1.9M reactions from patents (1976-2016). Task: Predict the reactants needed to synthesize the given product. Given the product [F:1][C:2]1[CH:3]=[CH:4][C:5]([N:8]2[C:16]3[C:11](=[CH:12][C:13]([O:17][C@H:18]([C:22]4[CH:27]=[CH:26][CH:25]=[C:24]([O:28][CH3:29])[CH:23]=4)[C@@H:19]([NH:21][C:36]([C:33]4[CH:32]=[C:31]([CH3:30])[O:35][N:34]=4)=[O:37])[CH3:20])=[CH:14][CH:15]=3)[CH:10]=[N:9]2)=[CH:6][CH:7]=1, predict the reactants needed to synthesize it. The reactants are: [F:1][C:2]1[CH:7]=[CH:6][C:5]([N:8]2[C:16]3[C:11](=[CH:12][C:13]([O:17][C@H:18]([C:22]4[CH:27]=[CH:26][CH:25]=[C:24]([O:28][CH3:29])[CH:23]=4)[C@@H:19]([NH2:21])[CH3:20])=[CH:14][CH:15]=3)[CH:10]=[N:9]2)=[CH:4][CH:3]=1.[CH3:30][C:31]1[O:35][N:34]=[C:33]([C:36](Cl)=[O:37])[CH:32]=1.